From a dataset of Reaction yield outcomes from USPTO patents with 853,638 reactions. Predict the reaction yield, written as a fraction of the theoretical maximum amount of product (1.0 means a 100% yield; for example, 0.34 means a 34% yield). (1) The reactants are [CH2:1]([O:8][C:9]1[CH:14]=[CH:13][C:12]([C:15]2[NH:36][C:18]3=[N:19][C:20]([C:23]4[CH2:28][CH2:27][N:26](C(OC(C)(C)C)=O)[CH2:25][CH:24]=4)=[CH:21][CH:22]=[C:17]3[N:16]=2)=[CH:11][CH:10]=1)[C:2]1[CH:7]=[CH:6][CH:5]=[CH:4][CH:3]=1.C(O)(C(F)(F)F)=O. The catalyst is C(Cl)Cl. The product is [CH2:1]([O:8][C:9]1[CH:14]=[CH:13][C:12]([C:15]2[NH:36][C:18]3=[N:19][C:20]([C:23]4[CH2:28][CH2:27][NH:26][CH2:25][CH:24]=4)=[CH:21][CH:22]=[C:17]3[N:16]=2)=[CH:11][CH:10]=1)[C:2]1[CH:3]=[CH:4][CH:5]=[CH:6][CH:7]=1. The yield is 0.260. (2) The reactants are [C:1]1([O:11][CH2:12][C:13]([NH:15][C@H:16]([C:21]([NH:23][C@H:24]([CH:33]=[O:34])[CH2:25][C:26](=NNC(N)=O)[OH:27])=[O:22])[CH2:17][CH:18]([CH3:20])[CH3:19])=[O:14])[C:10]2[C:5](=[CH:6][CH:7]=[CH:8][CH:9]=2)[CH:4]=[CH:3][CH:2]=1.C(O)(=[O:37])C.CO. The catalyst is C=O.O. The product is [C:1]1([O:11][CH2:12][C:13]([NH:15][C@H:16]([C:21]([NH:23][C@H:24]([CH:33]=[O:34])[CH2:25][C:26]([OH:27])=[O:37])=[O:22])[CH2:17][CH:18]([CH3:20])[CH3:19])=[O:14])[C:10]2[C:5](=[CH:6][CH:7]=[CH:8][CH:9]=2)[CH:4]=[CH:3][CH:2]=1. The yield is 0.790. (3) The reactants are [NH2:1][N:2]1[CH:6]=[CH:5][C:4]([Br:7])=[C:3]1[C:8]([NH:10][C:11]1[CH:16]=[C:15]([Cl:17])[CH:14]=[C:13]([Cl:18])[CH:12]=1)=[O:9].CCN(C(C)C)C(C)C.[C:28]([O:32][C:33]([NH:35][C@@H:36]([CH3:40])[C:37](O)=[O:38])=[O:34])([CH3:31])([CH3:30])[CH3:29].C(P1(=O)OP(CCC)(=O)OP(CCC)(=O)O1)CC. The catalyst is CN(C=O)C.O. The product is [Br:7][C:4]1[CH:5]=[CH:6][N:2]([NH:1][C:37](=[O:38])[C@@H:36]([NH:35][C:33](=[O:34])[O:32][C:28]([CH3:30])([CH3:29])[CH3:31])[CH3:40])[C:3]=1[C:8](=[O:9])[NH:10][C:11]1[CH:16]=[C:15]([Cl:17])[CH:14]=[C:13]([Cl:18])[CH:12]=1. The yield is 0.470. (4) The reactants are [F:1][CH:2]([F:23])[C@H:3]1[N:8]([C:9]([O:11][CH2:12][C:13]2[CH:18]=[CH:17][CH:16]=[CH:15][CH:14]=2)=[O:10])[CH2:7][C@@H:6]([C:19]([O:21]C)=[O:20])[CH2:5][CH2:4]1.[Li+].[OH-].O. The catalyst is C1COCC1.O.CO. The product is [CH2:12]([O:11][C:9]([N:8]1[C@H:3]([CH:2]([F:1])[F:23])[CH2:4][CH2:5][C@H:6]([C:19]([OH:21])=[O:20])[CH2:7]1)=[O:10])[C:13]1[CH:14]=[CH:15][CH:16]=[CH:17][CH:18]=1. The yield is 0.865. (5) The reactants are [OH:1][C:2]1[CH:7]=[CH:6][C:5]([C:8](=[C:22]2[CH2:27][C:26]([CH3:29])([CH3:28])[CH2:25][C:24]([CH3:31])([CH3:30])[CH2:23]2)[C:9]2[CH:14]=[CH:13][C:12](/[CH:15]=[CH:16]/[C:17]([O:19]CC)=[O:18])=[CH:11][CH:10]=2)=[CH:4][CH:3]=1.[OH-].[Na+].Cl. The catalyst is C1COCC1.CCO. The product is [OH:1][C:2]1[CH:7]=[CH:6][C:5]([C:8](=[C:22]2[CH2:23][C:24]([CH3:31])([CH3:30])[CH2:25][C:26]([CH3:29])([CH3:28])[CH2:27]2)[C:9]2[CH:14]=[CH:13][C:12](/[CH:15]=[CH:16]/[C:17]([OH:19])=[O:18])=[CH:11][CH:10]=2)=[CH:4][CH:3]=1. The yield is 0.830. (6) The reactants are [NH2:1][C@@H:2]([CH2:33][C:34]1[CH:39]=[CH:38][CH:37]=[CH:36][CH:35]=1)[C@@H:3]([OH:32])[CH2:4][C@@H:5]([NH:19][C:20]([C@@H:22]([NH:27][C:28](=[O:31])[O:29][CH3:30])[C:23]([CH3:26])([CH3:25])[CH3:24])=[O:21])[CH2:6][C:7]1[CH:12]=[CH:11][C:10]([C:13]2[CH:18]=[CH:17][CH:16]=[CH:15][N:14]=2)=[CH:9][CH:8]=1.[OH:40][C@@H:41]([C:45]([CH3:51])([S:47]([CH3:50])(=[O:49])=[O:48])[CH3:46])[C:42](O)=[O:43].CCOP(ON1N=NC2C=CC=CC=2C1=O)(OCC)=O.C(N(CC)C(C)C)(C)C. The catalyst is O1CCCC1. The product is [OH:32][C@H:3]([C@@H:2]([NH:1][C:42](=[O:43])[C@@H:41]([OH:40])[C:45]([CH3:51])([S:47]([CH3:50])(=[O:49])=[O:48])[CH3:46])[CH2:33][C:34]1[CH:35]=[CH:36][CH:37]=[CH:38][CH:39]=1)[CH2:4][C@@H:5]([NH:19][C:20]([C@@H:22]([NH:27][C:28](=[O:31])[O:29][CH3:30])[C:23]([CH3:26])([CH3:25])[CH3:24])=[O:21])[CH2:6][C:7]1[CH:12]=[CH:11][C:10]([C:13]2[CH:18]=[CH:17][CH:16]=[CH:15][N:14]=2)=[CH:9][CH:8]=1. The yield is 0.560.